The task is: Binary Classification. Given a miRNA mature sequence and a target amino acid sequence, predict their likelihood of interaction.. This data is from Experimentally validated miRNA-target interactions with 360,000+ pairs, plus equal number of negative samples. (1) The miRNA is mmu-miR-764-3p with sequence AGGAGGCCAUAGUGGCAACUGU. Result: 1 (interaction). The protein sequence of the target gene is MDDQDPGGISPLQQMVASGAGAVVTSLFMTPLDVVKVRLQSQRPSATSELTTPSRFWSLSYTKSSSALQSPGKCLLYCNGVLEPLYLCPNGTRCATWFQDPTRFTGTLDAFVKIVRHEGTRTLWSGLPATLVMTVPATAIYFTAYDQLKAFLCGQSLTSDLYAPMVAGALARMGTVTVVSPLELVRTKLQAQHVSYRELASSVQAAVTQGGWRSLWLGWGPTALRDVPFSALYWFNYELVKSWLSGLRPKDQTSVGISFVAGGISGMVAATLTLPFDVVKTQRQMSLGAVEAVRVKPPRV.... (2) The miRNA is hsa-miR-182-3p with sequence UGGUUCUAGACUUGCCAACUA. The protein sequence of the target gene is MAMSQESLTFKDVFVDFTLEEWQQLDSAQKNLYRDVMLENYSHLVSVGYLVAKPDVIFRLGPGEESWMADGGTPVRTCAGEDRPEVWQVDEQIDHYKESQDKLPWQAAFIGKETLKDESGQESRTCRKSIYLSTEFDSVRQRLPKYYSWEKAFKTSFKLSWSKWKLCKKER. Result: 0 (no interaction). (3) The miRNA is hsa-miR-1306-5p with sequence CCACCUCCCCUGCAAACGUCCA. The protein sequence of the target gene is MQFPMGPACIFLRKGIAEKQRERPLGQDEIEELREAFLEFDKDRDGFISCKDLGNLMRTMGYMPTEMELIELGQQIRMNLGGRVDFDDFVELMTPKLLAETAGMIGVQEMRDAFKEFDTNGDGEITLVELQQAMQRLLGERLTPREISEVVREADVNGDGTVDFEEFVKMMSR. Result: 0 (no interaction). (4) The miRNA is hsa-miR-4778-5p with sequence AAUUCUGUAAAGGAAGAAGAGG. The protein sequence of the target gene is MCGNNMSAPMPAVVPAARKATAAVIFLHGLGDTGHGWAEAFAGIKSPHIKYICPHAPVMPVTLNMNMAMPSWFDIVGLSPDSQEDESGIKQAAETVKALIDQEVKNGIPSNRIILGGFSQGGALSLYTALTTQQKLAGVTALSCWLPLRASFSQGPINSANRDISVLQCHGDCDPLVPLMFGSLTVERLKALINPANVTFKIYEGMMHSSCQQEMMDVKHFIDKLLPPID. Result: 0 (no interaction). (5) The protein sequence of the target gene is MSFKREGDDWSQLNVLKKRRVGDLLASYIPEDEALMLRDGRFACAICPHRPVLDTLAMLTAHRAGKKHLSSLQLFYGKKQPGKERKQNPKHQNELRREETKAEAPLLTQTRLITQSALHRAPHYNSCCRRKYRPEAPGPSVSLSPMPPSEVKLQSGKISREPEPAAGPQAEESATVSAPAPMSPTRRRALDHYLTLRSSGWIPDGRGRWVKDENVEFDSDEEEPPDLPLD. Result: 1 (interaction). The miRNA is hsa-miR-4478 with sequence GAGGCUGAGCUGAGGAG. (6) The protein sequence of the target gene is MSGRSKRESRGSTRGKRESESRGSSGRVKRERDREREPEAASSRGSPVRVKREFEPASAREAPASVVPFVRVKREREVDEDSEPEREVRAKNGRVDSEDRRSRHCPYLDTINRSVLDFDFEKLCSISLSHINAYACLVCGKYFQGRGLKSHAYIHSVQFSHHVFLNLHTLKFYCLPDNYEIIDSSLEDITYVLKPTFTKQQIANLDKQAKLSRAYDGTTYLPGIVGLNNIKANDYANAVLQALSNVPPLRNYFLEEDNYKNIKRPPGDIMFLLVQRFGELMRKLWNPRNFKAHVSPHEML.... Result: 0 (no interaction). The miRNA is hsa-miR-6501-5p with sequence AGUUGCCAGGGCUGCCUUUGGU.